From a dataset of Catalyst prediction with 721,799 reactions and 888 catalyst types from USPTO. Predict which catalyst facilitates the given reaction. (1) Reactant: O.ON1C2C=CC=CC=2N=N1.Cl.CN(C)CCCN=C=NCC.C(N(C(C)C)CC)(C)C.Cl.[C@@H:34]1([NH2:38])[CH2:36][C@@H:35]1[NH2:37].[Cl:39][C:40]1[CH:41]=[C:42]2[C:46](=[CH:47][CH:48]=1)[NH:45][C:44]([C:49](O)=[O:50])=[CH:43]2. Product: [NH2:37][C@H:35]1[CH2:36][C@H:34]1[NH:38][C:49]([C:44]1[NH:45][C:46]2[C:42]([CH:43]=1)=[CH:41][C:40]([Cl:39])=[CH:48][CH:47]=2)=[O:50]. The catalyst class is: 9. (2) Reactant: CO[C:3](=[O:23])[CH2:4][CH:5]([C:15]1[CH:20]=[CH:19][CH:18]=[CH:17][C:16]=1[C:21]#[N:22])[C:6]1[CH:7]=[C:8]2[C:12](=[CH:13][CH:14]=1)[NH:11][CH:10]=[CH:9]2.OC(C(O)(C)C)(C)C.[BH4-].[Na+]. Product: [NH:11]1[C:12]2[C:8](=[CH:7][C:6]([CH:5]3[CH2:4][C:3](=[O:23])[NH:22][CH2:21][C:16]4[CH:17]=[CH:18][CH:19]=[CH:20][C:15]3=4)=[CH:14][CH:13]=2)[CH:9]=[CH:10]1. The catalyst class is: 5. (3) Reactant: [C:1]([C:3]1[CH:8]=[CH:7][CH:6]=[CH:5][C:4]=1[C:9]1[CH:14]=[CH:13][C:12]([CH2:15][C:16]2[C:17](=[O:44])[N:18]([C@H:29]3[CH2:34][CH2:33][C@H:32]([O:35][CH:36]([CH2:42][CH3:43])C(OCC)=O)[CH2:31][CH2:30]3)[C:19]3[N:20]([N:25]=[C:26]([CH3:28])[N:27]=3)[C:21]=2[CH2:22][CH2:23][CH3:24])=[CH:11][CH:10]=1)#[N:2].C[Mg]Br.Cl. Product: [CH2:42]([CH:36]([O:35][C@H:32]1[CH2:33][CH2:34][C@H:29]([N:18]2[C:17](=[O:44])[C:16]([CH2:15][C:12]3[CH:13]=[CH:14][C:9]([C:4]4[C:3]([C:1]#[N:2])=[CH:8][CH:7]=[CH:6][CH:5]=4)=[CH:10][CH:11]=3)=[C:21]([CH2:22][CH2:23][CH3:24])[N:20]3[N:25]=[C:26]([CH3:28])[N:27]=[C:19]23)[CH2:30][CH2:31]1)[C:32]([OH:35])([CH3:33])[CH3:31])[CH3:43]. The catalyst class is: 7. (4) Reactant: [Se](=O)=[O:2].[CH3:4][C:5]1[CH:10]=[CH:9][N:8]=[C:7]([C:11]2[N:15]([C:16]3[CH:17]=[N:18][C:19]([O:22][CH3:23])=[CH:20][CH:21]=3)[N:14]=[C:13]([C:24]([O:26][CH2:27][CH3:28])=[O:25])[CH:12]=2)[CH:6]=1.[OH2:29].C(Cl)(Cl)Cl. Product: [C:4]([C:5]1[CH:10]=[CH:9][N:8]=[C:7]([C:11]2[N:15]([C:16]3[CH:17]=[N:18][C:19]([O:22][CH3:23])=[CH:20][CH:21]=3)[N:14]=[C:13]([C:24]([O:26][CH2:27][CH3:28])=[O:25])[CH:12]=2)[CH:6]=1)([OH:2])=[O:29]. The catalyst class is: 17. (5) Reactant: Br[C:2]1[CH:7]=[CH:6][CH:5]=[C:4]([C:8]2[CH:13]=[C:12]([C:14]([CH3:17])([CH3:16])[CH3:15])[CH:11]=[C:10]([C:18]([CH3:21])([CH3:20])[CH3:19])[CH:9]=2)[N:3]=1.[C:22]([O:26][C:27]([N:29]1[CH2:34][CH:33]=[C:32](B2OC(C)(C)C(C)(C)O2)[CH2:31][CH2:30]1)=[O:28])([CH3:25])([CH3:24])[CH3:23].C([O-])([O-])=O.[Na+].[Na+]. The catalyst class is: 104. Product: [C:22]([O:26][C:27]([N:29]1[CH2:30][CH:31]=[C:32]([C:2]2[CH:7]=[CH:6][CH:5]=[C:4]([C:8]3[CH:13]=[C:12]([C:14]([CH3:17])([CH3:16])[CH3:15])[CH:11]=[C:10]([C:18]([CH3:21])([CH3:20])[CH3:19])[CH:9]=3)[N:3]=2)[CH2:33][CH2:34]1)=[O:28])([CH3:25])([CH3:23])[CH3:24]. (6) Reactant: [F:1][C:2]1[CH:3]=[C:4]([CH:6]=[CH:7][CH:8]=1)[NH2:5].[NH:9]1[C:17]2[C:12](=[CH:13][C:14]([S:18](Cl)(=[O:20])=[O:19])=[CH:15][CH:16]=2)[CH:11]=[N:10]1.C(OCC)(=O)C.O. Product: [F:1][C:2]1[CH:3]=[C:4]([NH:5][S:18]([C:14]2[CH:13]=[C:12]3[C:17](=[CH:16][CH:15]=2)[NH:9][N:10]=[CH:11]3)(=[O:20])=[O:19])[CH:6]=[CH:7][CH:8]=1. The catalyst class is: 17. (7) Reactant: [CH3:1][O:2][C:3](=[O:14])[C:4]1[CH:9]=[CH:8][C:7](Cl)=[C:6]([N+:11]([O-:13])=[O:12])[CH:5]=1.[C:15]([O:19][C:20](=[O:26])[N:21]([CH2:23][CH2:24][NH2:25])[CH3:22])([CH3:18])([CH3:17])[CH3:16].CCN(C(C)C)C(C)C. Product: [CH3:1][O:2][C:3](=[O:14])[C:4]1[CH:9]=[CH:8][C:7]([NH:25][CH2:24][CH2:23][N:21]([C:20]([O:19][C:15]([CH3:18])([CH3:17])[CH3:16])=[O:26])[CH3:22])=[C:6]([N+:11]([O-:13])=[O:12])[CH:5]=1. The catalyst class is: 1. (8) Reactant: [Br:1][C:2]1[C:7]([CH3:8])=[CH:6][C:5]([O:9][CH3:10])=[CH:4][C:3]=1[CH2:11][OH:12].[H-].[Na+].Br[CH2:16][C:17]([O:19][C:20]([CH3:23])([CH3:22])[CH3:21])=[O:18]. Product: [C:20]([O:19][C:17](=[O:18])[CH2:16][O:12][CH2:11][C:3]1[CH:4]=[C:5]([O:9][CH3:10])[CH:6]=[C:7]([CH3:8])[C:2]=1[Br:1])([CH3:23])([CH3:22])[CH3:21]. The catalyst class is: 18. (9) Reactant: [C:1]1([CH2:7][CH2:8]N)[CH:6]=[CH:5][CH:4]=[CH:3][CH:2]=1.[CH3:10][N:11]1[CH2:16][CH2:15][C:14](=O)[CH2:13][CH2:12]1.C(O)(=O)C.[BH3-]C#[N:24].[Na+]. Product: [CH3:8][CH:7]([NH:24][CH:14]1[CH2:15][CH2:16][N:11]([CH3:10])[CH2:12][CH2:13]1)[C:1]1[CH:2]=[CH:3][CH:4]=[CH:5][CH:6]=1. The catalyst class is: 138.